From a dataset of Forward reaction prediction with 1.9M reactions from USPTO patents (1976-2016). Predict the product of the given reaction. (1) Given the reactants [O:1]1[C:5]2[CH:6]=[CH:7][CH:8]=[CH:9][C:4]=2[C:3]([CH2:10][C:11]([OH:13])=O)=[N:2]1.C(N=C=NCCCN(C)C)C.[F:25][C:26]([F:32])([F:31])[S:27]([NH2:30])(=[O:29])=[O:28], predict the reaction product. The product is: [O:1]1[C:5]2[CH:6]=[CH:7][CH:8]=[CH:9][C:4]=2[C:3]([CH2:10][C:11]([NH:30][S:27]([C:26]([F:32])([F:31])[F:25])(=[O:29])=[O:28])=[O:13])=[N:2]1. (2) The product is: [NH2:20][C@H:4]([CH2:3][CH:2]([CH3:28])[CH3:1])[C:5]([NH:7][C:8]1[CH:13]=[CH:12][C:11]([C:14]2[O:18][CH:17]=[N:16][CH:15]=2)=[C:10]([CH3:19])[CH:9]=1)=[O:6]. Given the reactants [CH3:1][CH:2]([CH3:28])[CH2:3][C@@H:4]([NH:20]C(=O)OC(C)(C)C)[C:5]([NH:7][C:8]1[CH:13]=[CH:12][C:11]([C:14]2[O:18][CH:17]=[N:16][CH:15]=2)=[C:10]([CH3:19])[CH:9]=1)=[O:6].C(O)(C(F)(F)F)=O, predict the reaction product. (3) Given the reactants [CH2:1]([O:8][C:9]1[C:10]([C:25]2[CH:26]=[CH:27][C:28]3[O:33][CH2:32][CH2:31][CH2:30][C:29]=3[CH:34]=2)=[C:11]([C:19](=[O:24])[C:20]([O:22][CH3:23])=[O:21])[C:12]([C:15]([F:18])([F:17])[F:16])=[CH:13][CH:14]=1)[C:2]1[CH:7]=[CH:6][CH:5]=[CH:4][CH:3]=1.[BH4-].[Na+].C(O)(=O)C.O, predict the reaction product. The product is: [CH2:1]([O:8][C:9]1[C:10]([C:25]2[CH:26]=[CH:27][C:28]3[O:33][CH2:32][CH2:31][CH2:30][C:29]=3[CH:34]=2)=[C:11]([CH:19]([OH:24])[C:20]([O:22][CH3:23])=[O:21])[C:12]([C:15]([F:17])([F:18])[F:16])=[CH:13][CH:14]=1)[C:2]1[CH:7]=[CH:6][CH:5]=[CH:4][CH:3]=1. (4) The product is: [CH:1]1([O:7][C:17]2[CH:18]=[CH:19][CH:20]=[C:13]([N+:10]([O-:12])=[O:11])[C:14]=2[C:15]#[N:16])[CH2:6][CH2:5][CH2:4][CH2:3][CH2:2]1. Given the reactants [CH:1]1([OH:7])[CH2:6][CH2:5][CH2:4][CH2:3][CH2:2]1.[H-].[Na+].[N+:10]([C:13]1[CH:20]=[CH:19][CH:18]=[C:17]([N+]([O-])=O)[C:14]=1[C:15]#[N:16])([O-:12])=[O:11].C(O)(=O)CC(CC(O)=O)(C(O)=O)O, predict the reaction product. (5) Given the reactants [OH-].[Na+].[C:3]([C:7]1[CH:12]=[CH:11][CH:10]=[CH:9][C:8]=1[OH:13])([CH3:6])([CH3:5])[CH3:4].I[CH3:15].O, predict the reaction product. The product is: [C:3]([C:7]1[CH:12]=[CH:11][CH:10]=[CH:9][C:8]=1[O:13][CH3:15])([CH3:6])([CH3:4])[CH3:5].